From a dataset of NCI-60 drug combinations with 297,098 pairs across 59 cell lines. Regression. Given two drug SMILES strings and cell line genomic features, predict the synergy score measuring deviation from expected non-interaction effect. Drug 1: C1=CC(=C2C(=C1NCCNCCO)C(=O)C3=C(C=CC(=C3C2=O)O)O)NCCNCCO. Drug 2: COC1=C2C(=CC3=C1OC=C3)C=CC(=O)O2. Cell line: ACHN. Synergy scores: CSS=49.3, Synergy_ZIP=4.79, Synergy_Bliss=1.83, Synergy_Loewe=-35.9, Synergy_HSA=0.920.